From a dataset of Catalyst prediction with 721,799 reactions and 888 catalyst types from USPTO. Predict which catalyst facilitates the given reaction. (1) Reactant: Cl[C:2]1[CH:7]=[CH:6][C:5]([CH:8]2[CH2:12][CH2:11][CH:10]([C:13]3[CH:18]=[CH:17][C:16](Cl)=[C:15]([N+:20]([O-:22])=[O:21])[CH:14]=3)[N:9]2[C:23]2[CH:28]=[CH:27][C:26]([F:29])=[CH:25][CH:24]=2)=[CH:4][C:3]=1[N+:30]([O-:32])=[O:31].[CH3:33][O:34][C:35]1[CH:42]=[CH:41][C:38]([CH2:39][NH2:40])=[CH:37][CH:36]=1. Product: [F:29][C:26]1[CH:27]=[CH:28][C:23]([N:9]2[CH:10]([C:13]3[CH:18]=[CH:17][C:16]([NH:40][CH2:39][C:38]4[CH:41]=[CH:42][C:35]([O:34][CH3:33])=[CH:36][CH:37]=4)=[C:15]([N+:20]([O-:22])=[O:21])[CH:14]=3)[CH2:11][CH2:12][CH:8]2[C:5]2[CH:6]=[CH:7][C:2]([NH:40][CH2:39][C:38]3[CH:41]=[CH:42][C:35]([O:34][CH3:33])=[CH:36][CH:37]=3)=[C:3]([N+:30]([O-:32])=[O:31])[CH:4]=2)=[CH:24][CH:25]=1. The catalyst class is: 4. (2) Reactant: [O:1]1[C:10]2[C:5](=[CH:6][C:7]([C:11]3[C:16]([CH:17]4[CH2:19][CH2:18]4)=[CH:15][C:14]([NH:20][CH3:21])=[C:13]([CH3:22])[C:12]=3[CH:23]([O:28][CH:29]3[CH2:31][CH2:30]3)[C:24]([O:26][CH3:27])=[O:25])=[CH:8][CH:9]=2)[CH2:4][CH2:3][CH2:2]1.C(N(C(C)C)CC)(C)C.I[CH2:42][CH2:43][OH:44]. Product: [O:1]1[C:10]2[C:5](=[CH:6][C:7]([C:11]3[C:16]([CH:17]4[CH2:18][CH2:19]4)=[CH:15][C:14]([N:20]([CH2:42][CH2:43][OH:44])[CH3:21])=[C:13]([CH3:22])[C:12]=3[CH:23]([O:28][CH:29]3[CH2:30][CH2:31]3)[C:24]([O:26][CH3:27])=[O:25])=[CH:8][CH:9]=2)[CH2:4][CH2:3][CH2:2]1. The catalyst class is: 783. (3) Reactant: [OH:1][C:2]1[CH:7]=[CH:6][N:5]([CH2:8][CH2:9][C:10]2[CH:15]=[CH:14][C:13]([CH2:16][OH:17])=[CH:12][CH:11]=2)[C:4](=[O:18])[CH:3]=1.Br[CH2:20][C:21]1[CH:26]=[CH:25][N:24]=[CH:23][CH:22]=1.C(=O)([O-])[O-].[K+].[K+]. Product: [OH:17][CH2:16][C:13]1[CH:14]=[CH:15][C:10]([CH2:9][CH2:8][N:5]2[CH:6]=[CH:7][C:2]([O:1][CH2:20][C:21]3[CH:26]=[CH:25][N:24]=[CH:23][CH:22]=3)=[CH:3][C:4]2=[O:18])=[CH:11][CH:12]=1. The catalyst class is: 31. (4) Reactant: [F:1][C:2]1[CH:7]=[CH:6][CH:5]=[CH:4][C:3]=1[CH2:8][C:9]([OH:11])=[O:10].[C:12]1([C@@H:18](O)[CH3:19])[CH:17]=[CH:16][CH:15]=[CH:14][CH:13]=1.CCN=C=NCCCN(C)C. Product: [F:1][C:2]1[CH:7]=[CH:6][CH:5]=[CH:4][C:3]=1[CH2:8][C:9]([O:11][C@H:18]([C:12]1[CH:17]=[CH:16][CH:15]=[CH:14][CH:13]=1)[CH3:19])=[O:10]. The catalyst class is: 79.